Dataset: Reaction yield outcomes from USPTO patents with 853,638 reactions. Task: Predict the reaction yield, written as a fraction of the theoretical maximum amount of product (1.0 means a 100% yield; for example, 0.34 means a 34% yield). The reactants are [CH3:1][O:2][C:3](=[O:14])[C:4]1[CH:9]=[C:8]([CH3:10])[CH:7]=[CH:6][C:5]=1[N+:11]([O-:13])=[O:12].C1C(=O)N([Br:22])C(=O)C1.C(OOC(=O)C1C=CC=CC=1)(=O)C1C=CC=CC=1. The catalyst is C(Cl)(Cl)Cl. The product is [Br:22][CH2:10][C:8]1[CH:7]=[CH:6][C:5]([N+:11]([O-:13])=[O:12])=[C:4]([CH:9]=1)[C:3]([O:2][CH3:1])=[O:14]. The yield is 0.400.